Dataset: Catalyst prediction with 721,799 reactions and 888 catalyst types from USPTO. Task: Predict which catalyst facilitates the given reaction. (1) Reactant: [CH2:1]([O:3][C:4]([N:6]1[CH2:11][CH2:10][CH:9]([NH:12][S:13]([C:16]2[C:25]3[CH2:24][CH2:23][CH2:22][CH2:21][C:20]=3[C:19]([NH:26][C:27](=[O:35])[C:28]3[CH:33]=[CH:32][CH:31]=[CH:30][C:29]=3[CH3:34])=[CH:18][CH:17]=2)(=[O:15])=[O:14])[CH2:8][CH2:7]1)=[O:5])[CH3:2].S([O-])([O-])(=O)=[O:37].[Mg+2].[Mn]([O-])(=O)(=O)=O.[K+]. Product: [CH2:1]([O:3][C:4]([N:6]1[CH2:7][CH2:8][CH:9]([NH:12][S:13]([C:16]2[C:25]3[CH2:24][CH2:23][CH2:22][C:21](=[O:37])[C:20]=3[C:19]([NH:26][C:27](=[O:35])[C:28]3[CH:33]=[CH:32][CH:31]=[CH:30][C:29]=3[CH3:34])=[CH:18][CH:17]=2)(=[O:15])=[O:14])[CH2:10][CH2:11]1)=[O:5])[CH3:2]. The catalyst class is: 21. (2) Reactant: [CH:1]1[C:10]2[C:5](=[CH:6][CH:7]=[CH:8][CH:9]=2)[CH:4]=[CH:3][C:2]=1[CH:11]=O.[O:13]1[C:19]2[CH:20]=[CH:21][C:22]([S:24]([NH2:27])(=[O:26])=[O:25])=[CH:23][C:18]=2[O:17][CH2:16][CH2:15][CH2:14]1.O.[O-2].[O-2].[O-2].O=[Si]=O.O=[Si]=O.O=[Si]=O.O=[Si]=O.[Al+3].[Al+3]. Product: [CH:1]1[C:10]2[C:5](=[CH:6][CH:7]=[CH:8][CH:9]=2)[CH:4]=[CH:3][C:2]=1[CH:11]=[N:27][S:24]([C:22]1[CH:21]=[CH:20][C:19]2[O:13][CH2:14][CH2:15][CH2:16][O:17][C:18]=2[CH:23]=1)(=[O:25])=[O:26]. The catalyst class is: 11. (3) Reactant: F[C:2]1[CH:7]=[C:6]([C:8]([F:11])([F:10])[F:9])[C:5]([NH:12][C:13](=[O:15])[CH3:14])=[C:4]([N+:16]([O-:18])=[O:17])[CH:3]=1.C([O-])([O-])=O.[Cs+].[Cs+].[OH:25][C:26]1[CH:33]=[CH:32][C:29]([CH:30]=[O:31])=[CH:28][CH:27]=1.O. Product: [CH:30]([C:29]1[CH:32]=[CH:33][C:26]([O:25][C:2]2[CH:7]=[C:6]([C:8]([F:11])([F:10])[F:9])[C:5]([NH:12][C:13](=[O:15])[CH3:14])=[C:4]([N+:16]([O-:18])=[O:17])[CH:3]=2)=[CH:27][CH:28]=1)=[O:31]. The catalyst class is: 16. (4) Reactant: [Br:1]N1C(=O)CCC1=O.C(OOC(=O)C1C=CC=CC=1)(=O)C1C=CC=CC=1.[Br:27][C:28]1[CH:37]=[CH:36][C:35]([CH3:38])=[CH:34][C:29]=1[C:30]([O:32][CH3:33])=[O:31]. Product: [Br:27][C:28]1[CH:37]=[CH:36][C:35]([CH2:38][Br:1])=[CH:34][C:29]=1[C:30]([O:32][CH3:33])=[O:31]. The catalyst class is: 53. (5) Reactant: [N:1]1[C:2]([CH2:10][S:11][C:12]2[N:17]=[C:16]([OH:18])[CH:15]=[C:14]([CH3:19])[N:13]=2)=[CH:3][N:4]2[CH:9]=[CH:8][CH:7]=[CH:6][C:5]=12.[ClH:20].O1CCOCC1. Product: [ClH:20].[N:1]1[C:2]([CH2:10][S:11][C:12]2[N:17]=[C:16]([OH:18])[CH:15]=[C:14]([CH3:19])[N:13]=2)=[CH:3][N:4]2[CH:9]=[CH:8][CH:7]=[CH:6][C:5]=12. The catalyst class is: 5. (6) Reactant: Br[C:2]1[N:11]=[CH:10][CH:9]=[CH:8][C:3]=1[C:4]([O:6][CH3:7])=[O:5].[Cl:12][C:13]1[CH:18]=[CH:17][C:16](B(O)O)=[CH:15][CH:14]=1.C(=O)([O-])[O-].[K+].[K+]. Product: [Cl:12][C:13]1[CH:18]=[CH:17][C:16]([C:2]2[N:11]=[CH:10][CH:9]=[CH:8][C:3]=2[C:4]([O:6][CH3:7])=[O:5])=[CH:15][CH:14]=1. The catalyst class is: 741. (7) Product: [CH3:46][O:45][C:41](=[O:44])[CH2:42][CH2:43][NH:1][C@:2]12[CH2:37][CH2:36][C@@H:35]([C:38]([CH3:40])=[CH2:39])[C@@H:3]1[C@@H:4]1[C@@:17]([CH3:20])([CH2:18][CH2:19]2)[C@@:16]2([CH3:21])[C@@H:7]([C@:8]3([CH3:34])[C@@H:13]([CH2:14][CH2:15]2)[C:12]([CH3:22])([CH3:23])[C:11]([C:24]2[CH:25]=[CH:26][C:27]([C:28]([O:30][CH3:31])=[O:29])=[CH:32][CH:33]=2)=[CH:10][CH2:9]3)[CH2:6][CH2:5]1. Reactant: [NH2:1][C@:2]12[CH2:37][CH2:36][C@@H:35]([C:38]([CH3:40])=[CH2:39])[C@@H:3]1[C@@H:4]1[C@@:17]([CH3:20])([CH2:18][CH2:19]2)[C@@:16]2([CH3:21])[C@@H:7]([C@:8]3([CH3:34])[C@@H:13]([CH2:14][CH2:15]2)[C:12]([CH3:23])([CH3:22])[C:11]([C:24]2[CH:33]=[CH:32][C:27]([C:28]([O:30][CH3:31])=[O:29])=[CH:26][CH:25]=2)=[CH:10][CH2:9]3)[CH2:6][CH2:5]1.[C:41]([O:45][CH3:46])(=[O:44])[CH:42]=[CH2:43].C(N(CC)CC)C. The catalyst class is: 8. (8) Reactant: [C:1]([NH2:5])([CH3:4])([CH3:3])[CH3:2].[Cl:6][C:7]1[CH:12]=[CH:11][C:10]([S:13](Cl)(=[O:15])=[O:14])=[CH:9][C:8]=1[N+:17]([O-:19])=[O:18].O. Product: [C:1]([NH:5][S:13]([C:10]1[CH:11]=[CH:12][C:7]([Cl:6])=[C:8]([N+:17]([O-:19])=[O:18])[CH:9]=1)(=[O:14])=[O:15])([CH3:4])([CH3:3])[CH3:2]. The catalyst class is: 4.